Dataset: Catalyst prediction with 721,799 reactions and 888 catalyst types from USPTO. Task: Predict which catalyst facilitates the given reaction. (1) Reactant: [O:1]1[CH2:6][CH2:5][N:4]([C:7]2[CH:8]=[C:9]([C:13]3[O:17][CH:16]=[N:15][C:14]=3[C:18]([O-:20])=[O:19])[CH:10]=[CH:11][CH:12]=2)[CH2:3][CH2:2]1.[OH-].[Na+].Cl. Product: [O:1]1[CH2:6][CH2:5][N:4]([C:7]2[CH:8]=[C:9]([C:13]3[O:17][CH:16]=[N:15][C:14]=3[C:18]([OH:20])=[O:19])[CH:10]=[CH:11][CH:12]=2)[CH2:3][CH2:2]1. The catalyst class is: 1. (2) Reactant: Br[CH2:2][C:3]#[N:4].[CH2:5]([C:12]1[C:13]2[CH2:36][NH:35][CH2:34][CH2:33][C:14]=2[N:15]=[C:16]([NH:18][C:19]2[CH:24]=[CH:23][C:22]([N:25]3[CH:29]=[C:28]([CH3:30])[N:27]=[CH:26]3)=[C:21]([O:31][CH3:32])[CH:20]=2)[N:17]=1)[C:6]1[CH:11]=[CH:10][CH:9]=[CH:8][CH:7]=1. Product: [CH2:5]([C:12]1[C:13]2[CH2:36][N:35]([CH2:2][C:3]#[N:4])[CH2:34][CH2:33][C:14]=2[N:15]=[C:16]([NH:18][C:19]2[CH:24]=[CH:23][C:22]([N:25]3[CH:29]=[C:28]([CH3:30])[N:27]=[CH:26]3)=[C:21]([O:31][CH3:32])[CH:20]=2)[N:17]=1)[C:6]1[CH:7]=[CH:8][CH:9]=[CH:10][CH:11]=1. The catalyst class is: 1. (3) Reactant: C([O:3][C:4](=[O:30])[CH:5]([C:10]1[CH:11]=[C:12]([C:21]2[C:26]([CH:27]([CH3:29])[CH3:28])=[CH:25][CH:24]=[CH:23][CH:22]=2)[C:13]([O:16][CH2:17][CH:18]2[CH2:20][CH2:19]2)=[CH:14][CH:15]=1)[CH2:6][CH:7]([CH3:9])[CH3:8])C.O.[OH-].[Li+]. Product: [CH:18]1([CH2:17][O:16][C:13]2[C:12]([C:21]3[C:26]([CH:27]([CH3:29])[CH3:28])=[CH:25][CH:24]=[CH:23][CH:22]=3)=[CH:11][C:10]([CH:5]([CH2:6][CH:7]([CH3:9])[CH3:8])[C:4]([OH:30])=[O:3])=[CH:15][CH:14]=2)[CH2:19][CH2:20]1. The catalyst class is: 200. (4) Reactant: [F:1][C:2]1[CH:16]=[CH:15][C:5]2[NH:6][C:7]([CH:9]3[CH2:14][CH2:13][NH:12][CH2:11][CH2:10]3)=[N:8][C:4]=2[CH:3]=1.[ClH:17]. Product: [ClH:17].[F:1][C:2]1[CH:16]=[CH:15][C:5]2[NH:6][C:7]([CH:9]3[CH2:10][CH2:11][NH:12][CH2:13][CH2:14]3)=[N:8][C:4]=2[CH:3]=1. The catalyst class is: 71. (5) Reactant: [OH:1][C:2]1[CH:10]=[CH:9][C:8]2[NH:7][C:6]3[CH:11]([CH2:14][C:15]([O:17][CH2:18][CH3:19])=[O:16])[CH2:12][CH2:13][C:5]=3[C:4]=2[CH:3]=1.C(=O)([O-])[O-].[Cs+].[Cs+].Br[CH2:27][C:28]1[CH:33]=[CH:32][C:31]([CH2:34][CH:35]2[CH2:40][CH2:39][CH2:38][CH2:37][CH2:36]2)=[C:30]([C:41]([F:44])([F:43])[F:42])[CH:29]=1. Product: [CH:35]1([CH2:34][C:31]2[CH:32]=[CH:33][C:28]([CH2:27][O:1][C:2]3[CH:10]=[CH:9][C:8]4[NH:7][C:6]5[CH:11]([CH2:14][C:15]([O:17][CH2:18][CH3:19])=[O:16])[CH2:12][CH2:13][C:5]=5[C:4]=4[CH:3]=3)=[CH:29][C:30]=2[C:41]([F:42])([F:43])[F:44])[CH2:36][CH2:37][CH2:38][CH2:39][CH2:40]1. The catalyst class is: 3. (6) Reactant: [CH:1]1([C@H:6]2[C:38](=[O:39])[N:37]3[CH2:40][C@@H:34]([CH2:35][C@H:36]3[C:41](=[O:57])[NH:42][C@:43]3([C:48](=[O:56])[NH:49][S:50]([CH:53]4[CH2:55][CH2:54]4)(=[O:52])=[O:51])[CH2:45][C@H:44]3[CH:46]=[CH2:47])[O:33][C:18]3=[N:19][C:20]4[CH:21]=[CH:22][CH:23]=[CH:24][C:25]=4[C:26]([O:27][CH2:28][C:29]([O:31]C)=[O:30])=[C:17]3[CH2:16][CH:15]=[CH:14][CH2:13][CH2:12][C@@H:11]3[CH2:58][CH2:59][CH2:60][C@H:10]3[O:9][C:8](=[O:61])[NH:7]2)[CH2:5][CH2:4][CH2:3][CH2:2]1.O.[Li+].[OH-]. Product: [CH:1]1([C@H:6]2[C:38](=[O:39])[N:37]3[CH2:40][C@@H:34]([CH2:35][C@H:36]3[C:41](=[O:57])[NH:42][C@:43]3([C:48](=[O:56])[NH:49][S:50]([CH:53]4[CH2:54][CH2:55]4)(=[O:51])=[O:52])[CH2:45][C@H:44]3[CH:46]=[CH2:47])[O:33][C:18]3=[N:19][C:20]4[CH:21]=[CH:22][CH:23]=[CH:24][C:25]=4[C:26]([O:27][CH2:28][C:29]([OH:31])=[O:30])=[C:17]3[CH2:16][CH:15]=[CH:14][CH2:13][CH2:12][C@@H:11]3[CH2:58][CH2:59][CH2:60][C@H:10]3[O:9][C:8](=[O:61])[NH:7]2)[CH2:5][CH2:4][CH2:3][CH2:2]1. The catalyst class is: 36. (7) Reactant: Cl[C:2]1[CH:3]=[N:4][CH:5]=[C:6]([Cl:10])[C:7]=1[C:8]#[N:9].CC1(C)C(C)(C)OB([C:19]2[CH:20]=[C:21]3[C:25](=[CH:26][CH:27]=2)[N:24]([C:28](=[O:40])[CH2:29][C:30]2[CH:35]=[CH:34][CH:33]=[C:32]([C:36]([F:39])([F:38])[F:37])[CH:31]=2)[CH2:23][CH2:22]3)O1.O1CCOCC1.C([O-])(O)=O.[Na+]. Product: [Cl:10][C:6]1[CH:5]=[N:4][CH:3]=[C:2]([C:19]2[CH:20]=[C:21]3[C:25](=[CH:26][CH:27]=2)[N:24]([C:28](=[O:40])[CH2:29][C:30]2[CH:35]=[CH:34][CH:33]=[C:32]([C:36]([F:39])([F:37])[F:38])[CH:31]=2)[CH2:23][CH2:22]3)[C:7]=1[C:8]#[N:9]. The catalyst class is: 257. (8) Reactant: [C:1]([C:5]1[CH:10]=[CH:9][C:8]([C:11]2[CH:12]=[C:13]3[C:17](=[CH:18][CH:19]=2)[N:16]([C:20]2[CH:25]=[CH:24][C:23]([O:26][CH:27]4[CH2:31][CH2:30][CH2:29][CH2:28]4)=[CH:22][CH:21]=2)[C:15]([C:32](Cl)=[O:33])=[CH:14]3)=[CH:7][CH:6]=1)([CH3:4])([CH3:3])[CH3:2].[NH2:35][C:36]1[CH:40]=[C:39]([CH3:41])[O:38][N:37]=1. Product: [CH3:41][C:39]1[O:38][N:37]=[C:36]([NH:35][C:32]([C:15]2[N:16]([C:20]3[CH:25]=[CH:24][C:23]([O:26][CH:27]4[CH2:28][CH2:29][CH2:30][CH2:31]4)=[CH:22][CH:21]=3)[C:17]3[C:13]([CH:14]=2)=[CH:12][C:11]([C:8]2[CH:9]=[CH:10][C:5]([C:1]([CH3:2])([CH3:3])[CH3:4])=[CH:6][CH:7]=2)=[CH:19][CH:18]=3)=[O:33])[CH:40]=1. The catalyst class is: 17. (9) Reactant: [O:1]=[C:2]1[C:10]2[C:5](=[CH:6][CH:7]=[CH:8][CH:9]=2)[C:4](=[O:11])[N:3]1[CH:12]([C:18]1[CH:23]=[CH:22][C:21]([O:24][CH3:25])=[C:20]([O:26][CH2:27][CH3:28])[CH:19]=1)[CH2:13][C:14]([NH:16][OH:17])=[O:15].[C:29](O[C:29](=[O:34])[CH2:30][CH2:31][CH2:32][CH3:33])(=[O:34])[CH2:30][CH2:31][CH2:32][CH3:33]. Product: [C:29]([O:17][NH:16][C:14](=[O:15])[CH2:13][CH:12]([N:3]1[C:4](=[O:11])[C:5]2[C:10](=[CH:9][CH:8]=[CH:7][CH:6]=2)[C:2]1=[O:1])[C:18]1[CH:23]=[CH:22][C:21]([O:24][CH3:25])=[C:20]([O:26][CH2:27][CH3:28])[CH:19]=1)(=[O:34])[CH2:30][CH2:31][CH2:32][CH3:33]. The catalyst class is: 10. (10) Reactant: [CH2:1]([O:4][C:5](=[O:41])[C@@H:6]([NH:33][C:34]([O:36][C:37]([CH3:40])([CH3:39])[CH3:38])=[O:35])[CH2:7][C:8]1[CH:32]=[CH:31][C:11]([O:12][C:13]([NH:15][CH2:16][CH2:17][CH:18]([N:22]([C:24]([O:26][C:27]([CH3:30])([CH3:29])[CH3:28])=[O:25])[CH3:23])[C:19]([OH:21])=O)=[O:14])=[CH:10][CH:9]=1)[CH:2]=[CH2:3].[C:42]([S:61][CH2:62][C@@H:63]([C:65]([NH2:67])=[O:66])[NH2:64])([C:55]1[CH:60]=[CH:59][CH:58]=[CH:57][CH:56]=1)([C:49]1[CH:54]=[CH:53][CH:52]=[CH:51][CH:50]=1)[C:43]1[CH:48]=[CH:47][CH:46]=[CH:45][CH:44]=1.C(N(CC)C(C)C)(C)C.CN(C(ON1N=NC2C=CC=NC1=2)=[N+](C)C)C.F[P-](F)(F)(F)(F)F. Product: [CH2:1]([O:4][C:5](=[O:41])[C@H:6]([CH2:7][C:8]1[CH:9]=[CH:10][C:11]([O:12][C:13](=[O:14])[NH:15][CH2:16][CH2:17][CH:18]([N:22]([C:24]([O:26][C:27]([CH3:28])([CH3:30])[CH3:29])=[O:25])[CH3:23])[C:19]([NH:64][C@@H:63]([CH2:62][S:61][C:42]([C:55]2[CH:60]=[CH:59][CH:58]=[CH:57][CH:56]=2)([C:43]2[CH:44]=[CH:45][CH:46]=[CH:47][CH:48]=2)[C:49]2[CH:54]=[CH:53][CH:52]=[CH:51][CH:50]=2)[C:65]([NH2:67])=[O:66])=[O:21])=[CH:31][CH:32]=1)[NH:33][C:34]([O:36][C:37]([CH3:40])([CH3:39])[CH3:38])=[O:35])[CH:2]=[CH2:3]. The catalyst class is: 4.